This data is from Forward reaction prediction with 1.9M reactions from USPTO patents (1976-2016). The task is: Predict the product of the given reaction. Given the reactants [Cl:1][C:2]1[CH:10]=[CH:9][C:5]([C:6]([OH:8])=[O:7])=[CH:4][C:3]=1[C:11]1[O:12][C:13]([CH:16]=O)=[CH:14][CH:15]=1.[S:18]1[CH2:24][C:22](=[O:23])[NH:21][C:19]1=[S:20].N1CCCCC1, predict the reaction product. The product is: [Cl:1][C:2]1[CH:10]=[CH:9][C:5]([C:6]([OH:8])=[O:7])=[CH:4][C:3]=1[C:11]1[O:12][C:13]([CH:16]=[C:24]2[S:18][C:19](=[S:20])[NH:21][C:22]2=[O:23])=[CH:14][CH:15]=1.